From a dataset of Tox21: 12 toxicity assays (nuclear receptors and stress response pathways). Binary classification across 12 toxicity assays. (1) The drug is N#C/C(N)=C(/N)C#N. It tested positive (active) for: NR-AhR (Aryl hydrocarbon Receptor agonist activity). (2) The molecule is CN(C)c1ccc(C2(c3ccc(N(C)C)cc3)OC(=O)c3cc(N(C)C)ccc32)cc1. It tested positive (active) for: NR-AR-LBD (Androgen Receptor Ligand Binding Domain agonist), NR-ER-LBD (Estrogen Receptor Ligand Binding Domain agonist), SR-MMP (Mitochondrial Membrane Potential disruption), and SR-p53 (p53 tumor suppressor activation). (3) The molecule is C/C(=C\c1csc(C)n1)C1C[C@@H]2O[C@]2(C)CCC[C@H](C)C(O)[C@@H](C)C(=O)C(C)(C)[C@@H](O)CC(=O)O1. It tested positive (active) for: SR-p53 (p53 tumor suppressor activation). (4) The drug is Cc1ccccc1-n1c(C)nc2ccccc2c1=O. It tested positive (active) for: NR-ER (Estrogen Receptor agonist activity). (5) The compound is OC/C=C/CO. It tested positive (active) for: SR-ARE (Antioxidant Response Element (oxidative stress)). (6) The compound is C=CCOC(Cn1ccnc1)c1ccc(Cl)cc1Cl. It tested positive (active) for: NR-AhR (Aryl hydrocarbon Receptor agonist activity), NR-Aromatase (Aromatase enzyme inhibition), SR-HSE (Heat Shock Element response), and SR-p53 (p53 tumor suppressor activation). (7) The compound is Nc1nc2nc[nH]c2c(=S)[nH]1. It tested positive (active) for: NR-AhR (Aryl hydrocarbon Receptor agonist activity), NR-Aromatase (Aromatase enzyme inhibition), NR-ER (Estrogen Receptor agonist activity), NR-ER-LBD (Estrogen Receptor Ligand Binding Domain agonist), SR-ARE (Antioxidant Response Element (oxidative stress)), and SR-p53 (p53 tumor suppressor activation).